Dataset: Reaction yield outcomes from USPTO patents with 853,638 reactions. Task: Predict the reaction yield, written as a fraction of the theoretical maximum amount of product (1.0 means a 100% yield; for example, 0.34 means a 34% yield). (1) The product is [F:13][C:2]([F:1])([F:12])[C:3]1[CH:4]=[CH:5][C:6]([S:9]([C:16]2[CH:24]=[CH:23][C:22]3[N:21]([CH3:25])[C:20]4[CH2:26][CH:27]5[NH:31][CH:30]([C:19]=4[C:18]=3[C:17]=2[C:32]([O:34][C:35]([CH3:38])([CH3:37])[CH3:36])=[O:33])[CH2:29][CH2:28]5)(=[O:11])=[O:10])=[CH:7][CH:8]=1. The yield is 0.240. The reactants are [F:1][C:2]([F:13])([F:12])[C:3]1[CH:8]=[CH:7][C:6]([S:9]([O-:11])=[O:10])=[CH:5][CH:4]=1.[Na+].Br[C:16]1[CH:24]=[CH:23][C:22]2[N:21]([CH3:25])[C:20]3[CH2:26][CH:27]4[NH:31][CH:30]([C:19]=3[C:18]=2[C:17]=1[C:32]([O:34][C:35]([CH3:38])([CH3:37])[CH3:36])=[O:33])[CH2:29][CH2:28]4. No catalyst specified. (2) The reactants are [Br-].[F:2][C:3]1[CH:8]=[CH:7][C:6]([CH2:9][CH2:10][P+](C2C=CC=CC=2)(C2C=CC=CC=2)C2C=CC=CC=2)=[CH:5][CH:4]=1.O=[C:31]1[CH2:36][CH2:35][N:34]([C:37]([O:39][CH2:40][C:41]2[CH:46]=[CH:45][CH:44]=[CH:43][CH:42]=2)=[O:38])[CH2:33][CH2:32]1.O. The catalyst is C1COCC1. The product is [CH2:40]([O:39][C:37]([N:34]1[CH2:35][CH2:36][C:31](=[CH:10][CH2:9][C:6]2[CH:5]=[CH:4][C:3]([F:2])=[CH:8][CH:7]=2)[CH2:32][CH2:33]1)=[O:38])[C:41]1[CH:42]=[CH:43][CH:44]=[CH:45][CH:46]=1. The yield is 0.170. (3) The reactants are [C@@H:1]12[CH2:6][C@@H:5]1[CH2:4][C@H:3]([C:7](N)=[O:8])[NH:2]2.CC[O-:12].[Na+].CCO.[C:17]([O:21][C:22](O[C:22]([O:21][C:17]([CH3:20])([CH3:19])[CH3:18])=[O:23])=[O:23])([CH3:20])([CH3:19])[CH3:18].Cl. The catalyst is O.C(O)(C)C. The product is [C:17]([O:21][C:22]([N:2]1[C@H:3]([C:7]([OH:8])=[O:12])[CH2:4][C@@H:5]2[C@H:1]1[CH2:6]2)=[O:23])([CH3:20])([CH3:19])[CH3:18]. The yield is 0.790. (4) The reactants are [NH2:1][C:2]1[CH:7]=[C:6]([O:8][C:9]2[C:14]([F:15])=[CH:13][C:12]([NH:16][C:17]([C:19]3([C:22]([NH:24][C:25]4[CH:30]=[CH:29][C:28]([F:31])=[CH:27][CH:26]=4)=[O:23])[CH2:21][CH2:20]3)=[O:18])=[C:11]([F:32])[CH:10]=2)[CH:5]=[CH:4][N:3]=1.[CH2:33]([N:35]([CH2:38][CH3:39])[CH2:36]C)C.ClC(OC1C=CC=CC=1)=[O:42].C(=O)([O-])O.[Na+]. The catalyst is O1CCCC1.C(OCC)(=O)C. The product is [N:35]1([C:33]([NH:1][C:2]2[CH:7]=[C:6]([O:8][C:9]3[C:14]([F:15])=[CH:13][C:12]([NH:16][C:17]([C:19]4([C:22]([NH:24][C:25]5[CH:26]=[CH:27][C:28]([F:31])=[CH:29][CH:30]=5)=[O:23])[CH2:21][CH2:20]4)=[O:18])=[C:11]([F:32])[CH:10]=3)[CH:5]=[CH:4][N:3]=2)=[O:42])[CH2:36][CH2:39][CH2:38]1. The yield is 0.790. (5) The reactants are [CH3:1][C:2]1[C:10]2[C:5](=[CH:6][N:7]=[C:8]([CH:11]=[O:12])[CH:9]=2)[O:4][CH:3]=1.C([OH:17])(C)(C)C.Cl([O-])=O.[Na+].P([O-])(O)(O)=O.[K+]. The catalyst is C1COCC1.O. The product is [CH3:1][C:2]1[C:10]2[C:5](=[CH:6][N:7]=[C:8]([C:11]([OH:17])=[O:12])[CH:9]=2)[O:4][CH:3]=1. The yield is 0.510. (6) The reactants are [NH2:1][C:2]1[CH:3]=[CH:4][C:5](Cl)=[C:6]([CH:9]=1)[C:7]#[N:8].[CH3:11][N:12]1[C:16]([C:17]#[N:18])=[CH:15][CH:14]=[C:13]1B(O)O.[F-].[K+].[Br-]. The catalyst is O1CCCC1.C1C=CC(/C=C/C(/C=C/C2C=CC=CC=2)=O)=CC=1.C1C=CC(/C=C/C(/C=C/C2C=CC=CC=2)=O)=CC=1.C1C=CC(/C=C/C(/C=C/C2C=CC=CC=2)=O)=CC=1.[Pd].[Pd].C(P(C(C)(C)C)C(C)(C)C)(C)(C)C. The product is [NH2:1][C:2]1[CH:3]=[CH:4][C:5]([C:13]2[N:12]([CH3:11])[C:16]([C:17]#[N:18])=[CH:15][CH:14]=2)=[C:6]([C:7]#[N:8])[CH:9]=1. The yield is 0.920. (7) The reactants are [C:1]([O:5][C:6]([N:8]1[CH2:14][C:13]2[CH:15]=[C:16]([Cl:19])[CH:17]=[CH:18][C:12]=2[NH:11][C:10](=O)[CH2:9]1)=[O:7])([CH3:4])([CH3:3])[CH3:2].COC1C=CC(P2(=S)SP(=S)(C3C=CC(OC)=CC=3)[S:30]2)=CC=1. The catalyst is O1CCCC1. The product is [C:1]([O:5][C:6]([N:8]1[CH2:14][C:13]2[CH:15]=[C:16]([Cl:19])[CH:17]=[CH:18][C:12]=2[NH:11][C:10](=[S:30])[CH2:9]1)=[O:7])([CH3:4])([CH3:3])[CH3:2]. The yield is 0.864.